Dataset: Catalyst prediction with 721,799 reactions and 888 catalyst types from USPTO. Task: Predict which catalyst facilitates the given reaction. (1) Reactant: [CH3:1]C([O-])(C)C.[K+].[CH3:7][N:8]([CH3:26])[C:9]1([C:20]2[CH:25]=[CH:24][CH:23]=[CH:22][CH:21]=2)[CH2:19][CH2:18][C:12]2([CH2:16][NH:15][C:14](=[O:17])[CH2:13]2)[CH2:11][CH2:10]1.CI. Product: [CH3:7][N:8]([CH3:26])[C:9]1([C:20]2[CH:21]=[CH:22][CH:23]=[CH:24][CH:25]=2)[CH2:10][CH2:11][C:12]2([CH2:13][C:14](=[O:17])[N:15]([CH3:1])[CH2:16]2)[CH2:18][CH2:19]1. The catalyst class is: 213. (2) Reactant: [CH3:1][NH:2][C:3]([C:5]1[N:6]=[CH:7][C:8]([O:11][C:12]2[CH:29]=[CH:28][C:15]3[CH2:16][CH2:17][N:18](C(OC(C)(C)C)=O)[CH2:19][CH2:20][C:14]=3[CH:13]=2)=[N:9][CH:10]=1)=[O:4].Cl.O1CCOCC1. Product: [CH3:1][NH:2][C:3]([C:5]1[CH:10]=[N:9][C:8]([O:11][C:12]2[CH:29]=[CH:28][C:15]3[CH2:16][CH2:17][NH:18][CH2:19][CH2:20][C:14]=3[CH:13]=2)=[CH:7][N:6]=1)=[O:4]. The catalyst class is: 4. (3) Reactant: [F:1][C:2]1([F:8])[CH2:7][CH2:6][CH:5]=[CH:4][CH2:3]1.C1C=C(Cl)C=C(C(OO)=[O:17])C=1.S([O-])([O-])=O.[Na+].[Na+]. Product: [F:1][C:2]1([F:8])[CH2:7][CH2:6][CH:5]2[CH:4]([O:17]2)[CH2:3]1. The catalyst class is: 2. (4) Reactant: [NH2:1][C:2]1[C:3]([CH3:12])=[C:4]([C:8]([O:10][CH3:11])=[O:9])[CH:5]=[N:6][CH:7]=1.[O:13]1[CH2:18][CH2:17][C:16](=O)[CH2:15][CH2:14]1.FC(F)(F)C(O)=O.C(O[BH-](OC(=O)C)OC(=O)C)(=O)C.[Na+].C([O-])(O)=O.[Na+]. Product: [CH3:12][C:3]1[C:2]([NH:1][CH:16]2[CH2:17][CH2:18][O:13][CH2:14][CH2:15]2)=[CH:7][N:6]=[CH:5][C:4]=1[C:8]([O:10][CH3:11])=[O:9]. The catalyst class is: 325.